Dataset: Drug-target binding data from BindingDB using IC50 measurements. Task: Regression. Given a target protein amino acid sequence and a drug SMILES string, predict the binding affinity score between them. We predict pIC50 (pIC50 = -log10(IC50 in M); higher means more potent). Dataset: bindingdb_ic50. (1) The drug is COc1ccc(N(CC(=O)N[C@@H](Cc2ccccc2)[C@H](O)CN(CC(C)C)S(=O)(=O)c2ccc([N+](=O)[O-])cc2)CC(=O)N2CCOCC2)cc1. The target protein sequence is PQITLWQRPFVTIKIEGQLKEALLDTGADDTVLEEMNLPGRWKPKMIGGIGGFIKVRQYDQIVIEICGKKAIGTVLVGPTPVNIIGRNLLTQIGCTLNF. The pIC50 is 6.0. (2) The compound is C[S+](C)CC(=O)NCC(=O)N1CCN(C(=O)OCc2ccccc2)CC1. The target protein sequence is MSETSRTAFGGRRAVPPNNSNAAEDDLPTVELQGVVPRGVNLQEFLNVTSVHLFKERWDTNKVDHHTDKYENNKLIVRRGQSFYVQIDFSRPYDPRRDLFRVEYVIGRYPQENKGTYIPVPIVSELQSGKWGAKIVMREDRSVRLSIQSSPKCIVGKFRMYVAVWTPYGVLRTSRNPETDTYILFNPWCEDDAVYLDNEKEREEYVLNDIGVIFYGEVNDIKTRSWSYGQFEDGILDTCLYVMDRAQMDLSGRGNPIKVSRVGSAMVNAKDDEGVLVGSWDNIYAYGVPPSAWTGSVDILLEYRSSENPVRYGQCWVFAGVFNTFLRCLGIPARIVTNYFSAHDNDANLQMDIFLEEDGNVNSKLTKDSVWNYHCWNEAWMTRPDLPVGFGGWQAVDSTPQENSDGMYRCGPASVQAIKHGHVCFQFDAPFVFAEVNSDLIYITAKKDGTHVVENVDATHIGKLIVTKQIGGDGMMDITDTYKFQEGQEEERLALETALM.... The pIC50 is 4.0. (3) The compound is CCCCCCCCCC(=O)N[C@@H](CN[C@@H]1C=C(CO)[C@@H](O)[C@H](O)[C@@H]1O)[C@@H](O)c1ccccc1. The target protein (P17439) has sequence MAARLIGFFLFQAVSWAYGAQPCIPKSFGYSSVVCVCNASYCDSLDPVTLPALGTFSRYESTRRGRRMELSVGAIQANRTGTGLLLTLQPEKKFQKVKGFGGAMTDATALNILALSPPTQKLLLRSYFSTNGIEYNIIRVPMASCDFSIRVYTYADTPNDFQLSNFSLPEEDTKLKIPLIHQALKMSSRPISLFASPWTSPTWLKTNGRVNGKGSLKGQPGDIFHQTWANYFVKFLDAYAKYGLRFWAVTAENEPTAGLFTGYPFQCLGFTPEHQRDFISRDLGPALANSSHDVKLLMLDDQRLLLPRWAEVVLSDPEAAKYVHGIAVHWYMDFLAPAKATLGETHRLFPNTMLFASEACVGSKFWEQSVRLGSWDRGMQYSHSIITNLLYHVTGWTDWNLALNPEGGPNWVRNFVDSPIIVDIPKDAFYKQPMFYHLGHFSKFIPEGSQRVALVASESTDLETVALLRPDGSAVVVVLNRSSEDVPLTISDPDLGFLET.... The pIC50 is 6.5. (4) The small molecule is CC(=O)c1ccc(NCc2ccc3nc(N)nc(N)c3n2)cc1. The target protein (P07807) has sequence MAGGKIPIVGIVACLQPEMGIGFRGGLPWRLPSEMKYFRQVTSLTKDPNKKNALIMGRKTWESIPPKFRPLPNRMNVIISRSFKDDFVHDKERSIVQSNSLANAIMNLESNFKEHLERIYVIGGGEVYSQIFSITDHWLITKINPLDKNATPAMDTFLDAKKLEEVFSEQDPAQLKEFLPPKVELPETDCDQRYSLEEKGYCFEFTLYNRK. The pIC50 is 6.4. (5) The compound is Cc1cc(OCC(=O)Nc2ccncc2)cc(C)c1Br. The target protein (Q9HC29) has sequence MGEEGGSASHDEEERASVLLGHSPGCEMCSQEAFQAQRSQLVELLVSGSLEGFESVLDWLLSWEVLSWEDYEGFHLLGQPLSHLARRLLDTVWNKGTWACQKLIAAAQEAQADSQSPKLHGCWDPHSLHPARDLQSHRPAIVRRLHSHVENMLDLAWERGFVSQYECDEIRLPIFTPSQRARRLLDLATVKANGLAAFLLQHVQELPVPLALPLEAATCKKYMAKLRTTVSAQSRFLSTYDGAETLCLEDIYTENVLEVWADVGMAGPPQKSPATLGLEELFSTPGHLNDDADTVLVVGEAGSGKSTLLQRLHLLWAAGQDFQEFLFVFPFSCRQLQCMAKPLSVRTLLFEHCCWPDVGQEDIFQLLLDHPDRVLLTFDGFDEFKFRFTDRERHCSPTDPTSVQTLLFNLLQGNLLKNARKVVTSRPAAVSAFLRKYIRTEFNLKGFSEQGIELYLRKRHHEPGVADRLIRLLQETSALHGLCHLPVFSWMVSKCHQELL.... The pIC50 is 5.2. (6) The small molecule is CC(=O)Nc1ccc(O)cc1OC[C@@H](O)CN1CCC2(CC1)Cc1cc(Cl)ccc1O2. The target protein (P32246) has sequence METPNTTEDYDTTTEFDYGDATPCQKVNERAFGAQLLPPLYSLVFVIGLVGNILVVLVLVQYKRLKNMTSIYLLNLAISDLLFLFTLPFWIDYKLKDDWVFGDAMCKILSGFYYTGLYSEIFFIILLTIDRYLAIVHAVFALRARTVTFGVITSIIIWALAILASMPGLYFSKTQWEFTHHTCSLHFPHESLREWKLFQALKLNLFGLVLPLLVMIICYTGIIKILLRRPNEKKSKAVRLIFVIMIIFFLFWTPYNLTILISVFQDFLFTHECEQSRHLDLAVQVTEVIAYTHCCVNPVIYAFVGERFRKYLRQLFHRRVAVHLVKWLPFLSVDRLERVSSTSPSTGEHELSAGF. The pIC50 is 9.3. (7) The small molecule is Nc1nc(Nc2ccc(S(N)(=O)=O)cc2)nn1C(=S)Nc1c(F)cccc1F. The target is XTSFAESXKPVQQPSAFGS. The pIC50 is 6.8. (8) The compound is O=C(O)C1CCCN1C(=O)N1CCC(c2ccccc2C(F)(F)F)CC1. The target protein (P02753) has sequence MKWVWALLLLAALGSGRAERDCRVSSFRVKENFDKARFSGTWYAMAKKDPEGLFLQDNIVAEFSVDETGQMSATAKGRVRLLNNWDVCADMVGTFTDTEDPAKFKMKYWGVASFLQKGNDDHWIVDTDYDTYAVQYSCRLLNLDGTCADSYSFVFSRDPNGLPPEAQKIVRQRQEELCLARQYRLIVHNGYCDGRSERNLL. The pIC50 is 5.5.